This data is from Forward reaction prediction with 1.9M reactions from USPTO patents (1976-2016). The task is: Predict the product of the given reaction. (1) The product is: [Cl:1][C:2]1[CH:7]=[CH:6][C:5]([S:8]([N:11]([CH2:25][C:24]2[CH:27]=[CH:28][C:29]([O:30][CH3:31])=[C:22]([F:21])[CH:23]=2)[C@H:12]([C:15]2[CH:16]=[CH:17][CH:18]=[CH:19][CH:20]=2)[CH2:13][CH3:14])(=[O:10])=[O:9])=[CH:4][CH:3]=1. Given the reactants [Cl:1][C:2]1[CH:7]=[CH:6][C:5]([S:8]([NH:11][C@H:12]([C:15]2[CH:20]=[CH:19][CH:18]=[CH:17][CH:16]=2)[CH2:13][CH3:14])(=[O:10])=[O:9])=[CH:4][CH:3]=1.[F:21][C:22]1[CH:23]=[C:24]([CH:27]=[CH:28][C:29]=1[O:30][CH3:31])[CH2:25]Br.C(=O)([O-])[O-].[Cs+].[Cs+].O, predict the reaction product. (2) The product is: [Cl:29][C:26]1[CH:25]=[CH:24][C:23]([CH:8]([C:5]2[CH:4]=[CH:3][C:2]([Cl:1])=[CH:7][CH:6]=2)[N:9]2[CH2:14][CH2:13][NH:12][CH2:11][CH:10]2[CH3:22])=[CH:28][CH:27]=1. Given the reactants [Cl:1][C:2]1[CH:7]=[CH:6][C:5]([CH:8]([C:23]2[CH:28]=[CH:27][C:26]([Cl:29])=[CH:25][CH:24]=2)[N:9]2[CH2:14][CH2:13][N:12](C(OC(C)(C)C)=O)[CH2:11][CH:10]2[CH3:22])=[CH:4][CH:3]=1.FC(F)(F)C(O)=O, predict the reaction product. (3) The product is: [Br:1][C:2]1[CH:3]=[C:4]2[C:9](=[CH:10][CH:11]=1)/[C:8](=[N:13]/[OH:14])/[CH2:7][CH2:6][CH2:5]2. Given the reactants [Br:1][C:2]1[CH:3]=[C:4]2[C:9](=[CH:10][CH:11]=1)[C:8](=O)[CH2:7][CH2:6][CH2:5]2.[NH2:13][OH:14].CC([O-])=O.[Na+].O, predict the reaction product. (4) The product is: [Br:1][C:2]1[C:3]([CH3:8])=[N:4][N:5]([CH2:12][C:13]([O:15][CH2:16][CH3:17])=[O:14])[C:6]=1[CH3:7]. Given the reactants [Br:1][C:2]1[C:3]([CH3:8])=[N:4][NH:5][C:6]=1[CH3:7].[H-].[Na+].Br[CH2:12][C:13]([O:15][CH2:16][CH3:17])=[O:14].[NH4+].[Cl-], predict the reaction product. (5) Given the reactants [Cl:1][C:2]1[S:17][C:5]2[N:6]=[CH:7][N:8]=[C:9]([NH:10][CH:11]3[CH2:16][CH2:15][NH:14][CH2:13][CH2:12]3)[C:4]=2[CH:3]=1.[F:18][C:19]1[CH:26]=[CH:25][C:22]([C:23]#[N:24])=[CH:21][C:20]=1[CH:27]=O, predict the reaction product. The product is: [Cl:1][C:2]1[S:17][C:5]2[N:6]=[CH:7][N:8]=[C:9]([NH:10][CH:11]3[CH2:12][CH2:13][N:14]([CH2:27][C:20]4[CH:21]=[C:22]([CH:25]=[CH:26][C:19]=4[F:18])[C:23]#[N:24])[CH2:15][CH2:16]3)[C:4]=2[CH:3]=1. (6) The product is: [Cl:13][C:14]1[C:23]([Cl:24])=[CH:22][C:17]([C:18]([O:20][CH3:21])=[O:19])=[C:16]([C:25]2[N:26]=[C:27]([O:34][S:9]([CH3:8])(=[O:11])=[O:10])[C:28]3[S:33][CH:32]=[CH:31][C:29]=3[N:30]=2)[CH:15]=1. Given the reactants C(N(CC)CC)C.[CH3:8][S:9](Cl)(=[O:11])=[O:10].[Cl:13][C:14]1[C:23]([Cl:24])=[CH:22][C:17]([C:18]([O:20][CH3:21])=[O:19])=[C:16]([C:25]2[NH:26][C:27](=[O:34])[C:28]3[S:33][CH:32]=[CH:31][C:29]=3[N:30]=2)[CH:15]=1, predict the reaction product.